This data is from Reaction yield outcomes from USPTO patents with 853,638 reactions. The task is: Predict the reaction yield, written as a fraction of the theoretical maximum amount of product (1.0 means a 100% yield; for example, 0.34 means a 34% yield). (1) The reactants are [F:1][C:2]1[CH:3]=[C:4]([C@@H:9]2[CH2:13][N:12]([CH2:14][CH2:15][O:16][CH3:17])[CH2:11][C@H:10]2[NH:18][C:19](=[O:37])[NH:20][C:21]2[N:25]([CH3:26])[N:24]=[C:23]([C:27]3[CH:36]=[CH:35][C:30]([C:31]([O:33]C)=[O:32])=[CH:29][CH:28]=3)[CH:22]=2)[CH:5]=[CH:6][C:7]=1[F:8].C1COCC1.CO.[Li+:45].[OH-]. No catalyst specified. The product is [F:1][C:2]1[CH:3]=[C:4]([C@@H:9]2[CH2:13][N:12]([CH2:14][CH2:15][O:16][CH3:17])[CH2:11][C@H:10]2[NH:18][C:19](=[O:37])[NH:20][C:21]2[N:25]([CH3:26])[N:24]=[C:23]([C:27]3[CH:28]=[CH:29][C:30]([C:31]([O-:33])=[O:32])=[CH:35][CH:36]=3)[CH:22]=2)[CH:5]=[CH:6][C:7]=1[F:8].[Li+:45]. The yield is 1.00. (2) The reactants are [NH2:1][C:2]1[CH:22]=[C:21]([C:23]2[N:27]=[C:26]([CH3:28])[O:25][N:24]=2)[CH:20]=[CH:19][C:3]=1[CH2:4][NH:5][C:6](=[O:18])[C:7]1[CH:12]=[C:11]([O:13][CH3:14])[C:10]([CH3:15])=[C:9]([O:16][CH3:17])[CH:8]=1.[C:29]([O:33][CH3:34])(=[O:32])[CH:30]=[CH2:31].C(O)(=O)C. No catalyst specified. The product is [CH3:34][O:33][C:29](=[O:32])[CH2:30][CH2:31][NH:1][C:2]1[CH:22]=[C:21]([C:23]2[N:27]=[C:26]([CH3:28])[O:25][N:24]=2)[CH:20]=[CH:19][C:3]=1[CH2:4][NH:5][C:6](=[O:18])[C:7]1[CH:12]=[C:11]([O:13][CH3:14])[C:10]([CH3:15])=[C:9]([O:16][CH3:17])[CH:8]=1. The yield is 0.300.